Task: Regression. Given a peptide amino acid sequence and an MHC pseudo amino acid sequence, predict their binding affinity value. This is MHC class I binding data.. Dataset: Peptide-MHC class I binding affinity with 185,985 pairs from IEDB/IMGT The peptide sequence is HTQAIEGAW. The MHC is HLA-A29:02 with pseudo-sequence HLA-A29:02. The binding affinity (normalized) is 0.0847.